Dataset: Peptide-MHC class I binding affinity with 185,985 pairs from IEDB/IMGT. Task: Regression. Given a peptide amino acid sequence and an MHC pseudo amino acid sequence, predict their binding affinity value. This is MHC class I binding data. (1) The peptide sequence is GAAITLVVI. The MHC is HLA-A02:02 with pseudo-sequence HLA-A02:02. The binding affinity (normalized) is 0.189. (2) The peptide sequence is RRHPMRLRK. The MHC is HLA-B73:01 with pseudo-sequence HLA-B73:01. The binding affinity (normalized) is 0.0847. (3) The peptide sequence is QELKNSAVSL. The MHC is HLA-B44:03 with pseudo-sequence HLA-B44:03. The binding affinity (normalized) is 0.559. (4) The peptide sequence is MVYKLVLLF. The MHC is HLA-B15:01 with pseudo-sequence HLA-B15:01. The binding affinity (normalized) is 0.607. (5) The peptide sequence is NHHLQETSF. The MHC is Mamu-B1001 with pseudo-sequence Mamu-B1001. The binding affinity (normalized) is 1.00. (6) The peptide sequence is LIQDWIPPL. The MHC is HLA-A02:01 with pseudo-sequence HLA-A02:01. The binding affinity (normalized) is 0.577.